Predict the product of the given reaction. From a dataset of Forward reaction prediction with 1.9M reactions from USPTO patents (1976-2016). (1) Given the reactants [CH:1]([CH:3]1[CH2:5][CH:4]1[C:6]([O:8][CH2:9][CH3:10])=[O:7])=[O:2].[CH2:11]([Mg]Br)[CH3:12], predict the reaction product. The product is: [OH:2][CH:1]([CH:3]1[CH2:5][CH:4]1[C:6]([O:8][CH2:9][CH3:10])=[O:7])[CH2:11][CH3:12]. (2) Given the reactants [C:1]([O:5][C:6](=[O:41])[C@@H:7]([NH:20][C:21](=[O:40])[NH:22][C@@H:23]([CH2:31][CH2:32][C:33]([O:35][C:36]([CH3:39])([CH3:38])[CH3:37])=[O:34])[C:24]([O:26][C:27]([CH3:30])([CH3:29])[CH3:28])=[O:25])[CH2:8][CH2:9][C:10](ON1C(=O)CCC1=O)=[O:11])([CH3:4])([CH3:3])[CH3:2].[NH2:42][C@@H:43]([CH2:47][CH2:48][CH2:49][CH2:50][N:51]([CH2:66][C:67]1[N:68]([CH2:72][C:73]([O:75][C:76]([CH3:79])([CH3:78])[CH3:77])=[O:74])[CH:69]=[CH:70][N:71]=1)[CH2:52][C:53]1[N:54]([CH2:58][C:59](=[O:65])[O:60][C:61]([CH3:64])([CH3:63])[CH3:62])[CH:55]=[CH:56][N:57]=1)[C:44]([OH:46])=[O:45].CCN(C(C)C)C(C)C, predict the reaction product. The product is: [C:61]([O:60][C:59](=[O:65])[CH2:58][N:54]1[CH:55]=[CH:56][N:57]=[C:53]1[CH2:52][N:51]([CH2:66][C:67]1[N:68]([CH2:72][C:73](=[O:74])[O:75][C:76]([CH3:79])([CH3:78])[CH3:77])[CH:69]=[CH:70][N:71]=1)[CH2:50][CH2:49][CH2:48][CH2:47][C@H:43]([NH:42][C:10](=[O:11])[CH2:9][CH2:8][C@@H:7]([C:6]([O:5][C:1]([CH3:4])([CH3:3])[CH3:2])=[O:41])[NH:20][C:21](=[O:40])[NH:22][C@H:23]([C:24]([O:26][C:27]([CH3:28])([CH3:29])[CH3:30])=[O:25])[CH2:31][CH2:32][C:33](=[O:34])[O:35][C:36]([CH3:39])([CH3:38])[CH3:37])[C:44]([OH:46])=[O:45])([CH3:62])([CH3:64])[CH3:63].